This data is from Full USPTO retrosynthesis dataset with 1.9M reactions from patents (1976-2016). The task is: Predict the reactants needed to synthesize the given product. (1) Given the product [CH2:2]([C:41]([OH:45])([CH2:18][CH2:17][CH2:16][CH2:15][CH2:14][CH2:13][CH2:12][CH2:11][CH2:10]/[CH:9]=[CH:8]\[CH2:7]/[CH:6]=[CH:5]\[CH2:4][CH2:3][CH2:2][CH2:49][CH3:50])[CH:40]([O:39][CH2:21][CH2:22][CH2:23][CH2:24][CH2:25][CH2:26][CH2:27][CH2:28]/[CH:29]=[CH:30]\[CH2:31]/[CH:32]=[CH:33]\[CH2:34][CH2:35][CH2:36][CH2:37][CH3:38])[CH2:44][CH2:43][OH:42])[CH2:3][CH2:4][CH2:5][CH2:6][CH2:7][CH2:8][CH2:9]/[CH:10]=[CH:11]\[CH2:12]/[CH:13]=[CH:14]\[CH2:15][CH2:16][CH2:17][CH2:18][CH3:19], predict the reactants needed to synthesize it. The reactants are: [Mg].[CH2:2](Br)[CH2:3][CH2:4][CH2:5][CH2:6][CH2:7][CH2:8][CH2:9]/[CH:10]=[CH:11]\[CH2:12]/[CH:13]=[CH:14]\[CH2:15][CH2:16][CH2:17][CH2:18][CH3:19].[CH2:21]([O:39][CH:40]1[CH2:44][CH2:43][O:42][C:41]1=[O:45])[CH2:22][CH2:23][CH2:24][CH2:25][CH2:26][CH2:27][CH2:28]/[CH:29]=[CH:30]\[CH2:31]/[CH:32]=[CH:33]\[CH2:34][CH2:35][CH2:36][CH2:37][CH3:38].C(O[CH2:49][CH3:50])C. (2) Given the product [CH3:1][N:2]1[CH2:7][CH2:6][CH:5]([CH2:8][CH2:9][NH:10][C:21]2[CH:26]=[CH:25][C:24]([C:27]3[C:28]4[CH:37]=[CH:36][NH:35][C:29]=4[N:30]=[C:31]([C:33]#[N:34])[N:32]=3)=[CH:23][C:22]=2[C:38]([F:39])([F:40])[F:41])[CH2:4][CH2:3]1, predict the reactants needed to synthesize it. The reactants are: [CH3:1][N:2]1[CH2:7][CH2:6][CH:5]([CH2:8][CH2:9][NH2:10])[CH2:4][CH2:3]1.C(N(CC)C(C)C)(C)C.F[C:21]1[CH:26]=[CH:25][C:24]([C:27]2[C:28]3[CH:37]=[CH:36][NH:35][C:29]=3[N:30]=[C:31]([C:33]#[N:34])[N:32]=2)=[CH:23][C:22]=1[C:38]([F:41])([F:40])[F:39]. (3) The reactants are: [C:1]1([CH:7]=[CH:8][C:9]([NH:11][C:12]2[CH:13]=[C:14]([CH:20]=[CH:21][CH:22]=2)[O:15][CH2:16][C:17](O)=[O:18])=[O:10])[CH:6]=[CH:5][CH:4]=[CH:3][CH:2]=1.C(N(CC)CC)C.ClC(OCC(C)C)=O.Cl.[NH2:39][OH:40].C[O-].[Na+]. Given the product [OH:40][NH:39][C:17](=[O:18])[CH2:16][O:15][C:14]1[CH:13]=[C:12]([NH:11][C:9](=[O:10])/[CH:8]=[CH:7]/[C:1]2[CH:6]=[CH:5][CH:4]=[CH:3][CH:2]=2)[CH:22]=[CH:21][CH:20]=1, predict the reactants needed to synthesize it. (4) Given the product [Cl:1][C:2]1[CH:3]=[CH:4][C:5]([O:36][C:37]([F:40])([F:38])[F:39])=[C:6]([C:8]2[CH:13]=[CH:12][N:11]([CH:14]([CH2:31][CH:32]3[CH2:33][CH2:34]3)[C:15]([NH:17][C:18]3[CH:30]=[CH:29][C:21]([C:22]([OH:24])=[O:23])=[CH:20][CH:19]=3)=[O:16])[C:10](=[O:35])[CH:9]=2)[CH:7]=1, predict the reactants needed to synthesize it. The reactants are: [Cl:1][C:2]1[CH:3]=[CH:4][C:5]([O:36][C:37]([F:40])([F:39])[F:38])=[C:6]([C:8]2[CH:13]=[CH:12][N:11]([CH:14]([CH2:31][CH:32]3[CH2:34][CH2:33]3)[C:15]([NH:17][C:18]3[CH:30]=[CH:29][C:21]([C:22]([O:24]C(C)(C)C)=[O:23])=[CH:20][CH:19]=3)=[O:16])[C:10](=[O:35])[CH:9]=2)[CH:7]=1.C(O)(C(F)(F)F)=O.